Task: Predict the product of the given reaction.. Dataset: Forward reaction prediction with 1.9M reactions from USPTO patents (1976-2016) (1) The product is: [CH2:1]([N:8]1[CH2:12][CH2:11][C@@H:10]([NH:13][C:14]([C:16]2[C:24]3[C:19](=[N:20][CH:21]=[C:22]([C:25]4[C:33]5[C:28](=[CH:29][C:30]([F:34])=[CH:31][CH:32]=5)[N:27]([CH3:35])[N:26]=4)[N:23]=3)[NH:18][CH:17]=2)=[O:15])[CH2:9]1)[C:2]1[CH:7]=[CH:6][CH:5]=[CH:4][CH:3]=1. Given the reactants [CH2:1]([N:8]1[CH2:12][CH2:11][C@@H:10]([NH:13][C:14]([C:16]2[C:24]3[C:19](=[N:20][CH:21]=[C:22]([C:25]4[C:33]5[C:28](=[CH:29][C:30]([F:34])=[CH:31][CH:32]=5)[N:27]([CH3:35])[N:26]=4)[N:23]=3)[N:18](COCC[Si](C)(C)C)[CH:17]=2)=[O:15])[CH2:9]1)[C:2]1[CH:7]=[CH:6][CH:5]=[CH:4][CH:3]=1.CCCC[N+](CCCC)(CCCC)CCCC.[F-], predict the reaction product. (2) Given the reactants [F:1][C:2]([F:15])([F:14])[C:3]([C:6]1[CH:11]=[CH:10][C:9]([O:12][CH3:13])=[CH:8][CH:7]=1)=[N:4][OH:5].Cl[CH2:17][CH2:18][S:19](Cl)(=[O:21])=[O:20].C(N(CC)CC)C.[CH2:30]([SH:34])[CH2:31][CH2:32][CH3:33], predict the reaction product. The product is: [CH2:30]([S:34][CH2:17][CH2:18][S:19]([OH:21])(=[O:5])=[O:20])[CH2:31][CH2:32][CH3:33].[F:1][C:2]([F:14])([F:15])[C:3]([C:6]1[CH:11]=[CH:10][C:9]([O:12][CH3:13])=[CH:8][CH:7]=1)=[N:4][OH:5]. (3) Given the reactants [Cl:1][C:2]1[CH:7]=[CH:6][C:5]([C:8]2[CH:13]=[CH:12][C:11]([NH:14][C:15](=[O:26])[C:16]#[C:17][C:18]3[CH:23]=[CH:22][C:21]([CH2:24][OH:25])=[CH:20][CH:19]=3)=[CH:10][CH:9]=2)=[C:4]([F:27])[CH:3]=1.[CH3:28][S:29](Cl)(=[O:31])=[O:30].ClCCl.CO.N, predict the reaction product. The product is: [CH3:28][S:29]([O:25][CH2:24][C:21]1[CH:22]=[CH:23][C:18]([C:17]#[C:16][C:15](=[O:26])[NH:14][C:11]2[CH:12]=[CH:13][C:8]([C:5]3[CH:6]=[CH:7][C:2]([Cl:1])=[CH:3][C:4]=3[F:27])=[CH:9][CH:10]=2)=[CH:19][CH:20]=1)(=[O:31])=[O:30]. (4) Given the reactants [CH3:1][S:2]([CH2:5][C:6]1[CH:15]=[CH:14][C:9]([C:10]([O:12]C)=[O:11])=[CH:8][N:7]=1)(=[O:4])=[O:3].[OH-].[Li+], predict the reaction product. The product is: [CH3:1][S:2]([CH2:5][C:6]1[CH:15]=[CH:14][C:9]([C:10]([OH:12])=[O:11])=[CH:8][N:7]=1)(=[O:4])=[O:3].